Dataset: Forward reaction prediction with 1.9M reactions from USPTO patents (1976-2016). Task: Predict the product of the given reaction. (1) Given the reactants [NH2:1][C:2]1[CH:3]=[C:4]([CH:7]=[C:8]([CH:11]2[CH2:14][NH:13][CH2:12]2)[C:9]=1[Cl:10])[C:5]#[N:6].CCN(CC)CC.[C:22](O[C:22]([O:24][C:25]([CH3:28])([CH3:27])[CH3:26])=[O:23])([O:24][C:25]([CH3:28])([CH3:27])[CH3:26])=[O:23], predict the reaction product. The product is: [NH2:1][C:2]1[C:9]([Cl:10])=[C:8]([CH:11]2[CH2:14][N:13]([C:22]([O:24][C:25]([CH3:28])([CH3:27])[CH3:26])=[O:23])[CH2:12]2)[CH:7]=[C:4]([C:5]#[N:6])[CH:3]=1. (2) The product is: [O:28]=[S:20]1(=[O:29])[C:21]2[CH:27]=[CH:26][CH:25]=[CH:24][C:22]=2[NH:23][C:18]([C:6]2[C:7](=[O:17])[N:8]([CH2:12][CH2:13][CH:14]([CH3:16])[CH3:15])[C:9]3[C:4]([C:5]=2[OH:30])=[CH:3][C:2]([NH:1][C:31](=[O:33])[CH3:32])=[CH:11][CH:10]=3)=[N:19]1. Given the reactants [NH2:1][C:2]1[CH:3]=[C:4]2[C:9](=[CH:10][CH:11]=1)[N:8]([CH2:12][CH2:13][CH:14]([CH3:16])[CH3:15])[C:7](=[O:17])[C:6]([C:18]1[NH:19][S:20](=[O:29])(=[O:28])[C:21]3[CH:27]=[CH:26][CH:25]=[CH:24][C:22]=3[N:23]=1)=[C:5]2[OH:30].[C:31](OC(=O)C)(=[O:33])[CH3:32].N1C=CC=CC=1, predict the reaction product. (3) Given the reactants [CH3:1][O:2][C:3]([C:5]1[N:6]([CH2:23][C:24]2[CH:29]=[CH:28][C:27]([OH:30])=[CH:26][CH:25]=2)[C:7](=[O:22])[C:8]2[C:13]([C:14]=1[C:15]1[CH:20]=[CH:19][CH:18]=[CH:17][CH:16]=1)=[CH:12][C:11]([Br:21])=[CH:10][CH:9]=2)=[O:4].C(=O)([O-])[O-].[K+].[K+].[CH2:37](I)[CH3:38], predict the reaction product. The product is: [CH3:1][O:2][C:3]([C:5]1[N:6]([CH2:23][C:24]2[CH:25]=[CH:26][C:27]([O:30][CH2:37][CH3:38])=[CH:28][CH:29]=2)[C:7](=[O:22])[C:8]2[C:13]([C:14]=1[C:15]1[CH:16]=[CH:17][CH:18]=[CH:19][CH:20]=1)=[CH:12][C:11]([Br:21])=[CH:10][CH:9]=2)=[O:4]. (4) Given the reactants [CH3:1][O:2][C:3]1[CH:4]=[C:5]([C:9]2[C:17]3[C:12](=[CH:13][CH:14]=[C:15]([C:18]#[N:19])[CH:16]=3)[N:11](C3CCCCO3)[N:10]=2)[CH:6]=[CH:7][CH:8]=1.[N:26]([Sn](CCCC)(CCCC)CCCC)=[N+:27]=[N-:28].Cl.O, predict the reaction product. The product is: [N:26]1[NH:27][N:28]=[N:19][C:18]=1[C:15]1[CH:16]=[C:17]2[C:12](=[CH:13][CH:14]=1)[NH:11][N:10]=[C:9]2[C:5]1[CH:6]=[CH:7][CH:8]=[C:3]([O:2][CH3:1])[CH:4]=1. (5) Given the reactants C(O)(=O)/C=C/C(O)=O.[Cl:9][C:10]1[C:11]([F:22])=[C:12]([CH:19]=[CH:20][CH:21]=1)[CH2:13][C:14]1[NH:18][CH:17]=[N:16][CH:15]=1.C([O-])(O)=O.[Na+].C1C=CC(OC(Cl)=[S:36])=CC=1, predict the reaction product. The product is: [Cl:9][C:10]1[C:11]([F:22])=[C:12]([CH:19]=[CH:20][CH:21]=1)[CH2:13][C:14]1[NH:18][C:17](=[S:36])[NH:16][CH:15]=1. (6) Given the reactants [CH3:1][O:2][C:3]1[CH:8]=[CH:7][C:6]([NH:9][C:10]2[N:11]=[N:12][C:13]([CH:16]([NH:18][C:19]([C:21]3O[CH:23]=[CH:24][CH:25]=3)=[O:20])[CH3:17])=[CH:14][N:15]=2)=[CH:5][CH:4]=1.NC(C1N=NC(NC2C=CC(OC)=CC=2)=NC=1)C.[F:44][C:45]1C=CC=C[C:46]=1C(Cl)=O, predict the reaction product. The product is: [F:44][C:45]1[CH:46]=[CH:23][CH:24]=[CH:25][C:21]=1[C:19]([NH:18][CH:16]([C:13]1[N:12]=[N:11][C:10]([NH:9][C:6]2[CH:5]=[CH:4][C:3]([O:2][CH3:1])=[CH:8][CH:7]=2)=[N:15][CH:14]=1)[CH3:17])=[O:20]. (7) Given the reactants [NH:1]1[C:9]2[C:4](=[CH:5][CH:6]=[CH:7][CH:8]=2)[CH2:3][CH2:2]1.CC(C)([O-])C.[K+].Br[CH2:17][C:18]1[N:23]([CH2:24][CH2:25][C:26]2[CH:38]=[CH:37][C:29]([C:30]([O:32][C:33]([CH3:36])([CH3:35])[CH3:34])=[O:31])=[CH:28][CH:27]=2)[C:22](=[O:39])[C:21]([Cl:40])=[CH:20][C:19]=1[Cl:41].C(OCC)(=O)C, predict the reaction product. The product is: [Cl:40][C:21]1[C:22](=[O:39])[N:23]([CH2:24][CH2:25][C:26]2[CH:38]=[CH:37][C:29]([C:30]([O:32][C:33]([CH3:34])([CH3:36])[CH3:35])=[O:31])=[CH:28][CH:27]=2)[C:18]([CH2:17][N:1]2[C:9]3[C:4](=[CH:5][CH:6]=[CH:7][CH:8]=3)[CH2:3][CH2:2]2)=[C:19]([Cl:41])[CH:20]=1. (8) Given the reactants C[O:2][C:3]([C:5]1[N:25]([CH2:26]C(OCC)=O)[C:8]2=[CH:9][N:10]=[CH:11][C:12]([C:13]3[CH:14]=[C:15]([C:19]4[CH:24]=[CH:23][CH:22]=[CH:21][CH:20]=4)[CH:16]=[CH:17][CH:18]=3)=[C:7]2[CH:6]=1)=[O:4], predict the reaction product. The product is: [C:15]1([C:19]2[CH:20]=[CH:21][CH:22]=[CH:23][CH:24]=2)[CH:16]=[CH:17][CH:18]=[C:13]([C:12]2[CH:11]=[N:10][CH:9]=[C:8]3[N:25]([CH2:26][CH2:5][C:3]([OH:4])=[O:2])[C:5]([C:3]([OH:2])=[O:4])=[CH:6][C:7]=23)[CH:14]=1. (9) The product is: [C:65]([C:60]1[CH:61]=[CH:62][CH:63]=[CH:64][C:59]=1[O:58][CH:55]1[CH2:56][CH2:57][N:52]([C:25](=[O:27])[CH2:24][NH:23][C:21]([C:18]2[CH:17]=[C:16]([C:10]3[CH:11]=[CH:12][CH:13]=[CH:14][CH:15]=3)[NH:20][N:19]=2)=[O:22])[CH2:53][CH2:54]1)(=[O:67])[CH3:66]. Given the reactants CCN(C(C)C)C(C)C.[C:10]1([C:16]2[NH:20][N:19]=[C:18]([C:21]([NH:23][CH2:24][C:25]([OH:27])=O)=[O:22])[CH:17]=2)[CH:15]=[CH:14][CH:13]=[CH:12][CH:11]=1.C1C=CC2N(O)N=NC=2C=1.CCN=C=NCCCN(C)C.Cl.Cl.Cl.[NH:52]1[CH2:57][CH2:56][CH:55]([O:58][C:59]2[CH:64]=[CH:63][CH:62]=[CH:61][C:60]=2[C:65](=[O:67])[CH3:66])[CH2:54][CH2:53]1, predict the reaction product. (10) Given the reactants [Cl:1][C:2]1[N:7]=[CH:6][C:5]([C:8](=O)[CH3:9])=[CH:4][CH:3]=1.[NH2:11][OH:12].O, predict the reaction product. The product is: [Cl:1][C:2]1[N:7]=[CH:6][C:5]([C:8](=[N:11][OH:12])[CH3:9])=[CH:4][CH:3]=1.